This data is from Full USPTO retrosynthesis dataset with 1.9M reactions from patents (1976-2016). The task is: Predict the reactants needed to synthesize the given product. (1) The reactants are: [N:1]1[C:10]2[C:5](=[CH:6][C:7]([C:11]([OH:13])=O)=[CH:8][CH:9]=2)[CH:4]=[CH:3][CH:2]=1.[CH3:14][C:15]1([CH3:23])[O:20][C:19](=[O:21])[CH2:18][C:17](=[O:22])[O:16]1.C(Cl)CCl. Given the product [CH3:14][C:15]1([CH3:23])[O:20][C:19](=[O:21])[CH:18]([C:11]([C:7]2[CH:6]=[C:5]3[C:10](=[CH:9][CH:8]=2)[N:1]=[CH:2][CH:3]=[CH:4]3)=[O:13])[C:17](=[O:22])[O:16]1, predict the reactants needed to synthesize it. (2) Given the product [CH3:22][C:23]1[CH:24]=[CH:25][C:26]([S:29]([OH:32])(=[O:31])=[O:30])=[CH:27][CH:28]=1.[CH3:22][C:23]1[CH:24]=[CH:25][C:26]([S:29]([OH:32])(=[O:31])=[O:30])=[CH:27][CH:28]=1.[N:1]1[CH:6]=[CH:5][CH:4]=[C:3]([N:7]2[CH2:13][C@@H:12]3[C@@H:9]([CH2:10][NH:11]3)[CH2:8]2)[CH:2]=1, predict the reactants needed to synthesize it. The reactants are: [N:1]1[CH:6]=[CH:5][CH:4]=[C:3]([N:7]2[CH2:13][C@@H:12]3[C@@H:9]([CH2:10][N:11]3C(OC(C)(C)C)=O)[CH2:8]2)[CH:2]=1.O.[CH3:22][C:23]1[CH:28]=[CH:27][C:26]([S:29]([OH:32])(=[O:31])=[O:30])=[CH:25][CH:24]=1. (3) Given the product [NH:1]1[C:9]2[C:4](=[CH:5][C:6]([C:10]3[C:19]([N:20]4[CH2:25][CH2:24][CH2:23][CH2:22][C@@H:21]4[CH3:26])=[N:18][C:17]4[C:12](=[CH:13][CH:14]=[C:15]([C:27]([OH:29])=[O:28])[CH:16]=4)[N:11]=3)=[CH:7][CH:8]=2)[CH:3]=[CH:2]1, predict the reactants needed to synthesize it. The reactants are: [NH:1]1[C:9]2[C:4](=[CH:5][C:6]([C:10]3[C:19]([N:20]4[CH2:25][CH2:24][CH2:23][CH2:22][C@@H:21]4[CH3:26])=[N:18][C:17]4[C:12](=[CH:13][CH:14]=[C:15]([C:27]([O:29]C)=[O:28])[CH:16]=4)[N:11]=3)=[CH:7][CH:8]=2)[CH:3]=[CH:2]1.[OH-].[Na+].O. (4) Given the product [Cl:21][C:6]1[CH:5]=[N:4][CH:3]=[C:2]([Cl:1])[C:7]=1[CH2:8][C@@H:9]([O:10][C:35](=[O:36])[CH:34]([C:29]1[CH:28]=[CH:27][C:26]2[C:31](=[CH:32][CH:33]=[C:24]([O:23][CH3:22])[CH:25]=2)[CH:30]=1)[CH3:38])[C:11]1[CH:16]=[CH:15][C:14]([O:17][CH3:18])=[C:13]([O:19][CH3:20])[CH:12]=1, predict the reactants needed to synthesize it. The reactants are: [Cl:1][C:2]1[CH:3]=[N:4][CH:5]=[C:6]([Cl:21])[C:7]=1[CH2:8][CH:9]([C:11]1[CH:16]=[CH:15][C:14]([O:17][CH3:18])=[C:13]([O:19][CH3:20])[CH:12]=1)[OH:10].[CH3:22][O:23][C:24]1[CH:25]=[C:26]2[C:31](=[CH:32][CH:33]=1)[CH:30]=[C:29]([C@@H:34]([CH3:38])[C:35](O)=[O:36])[CH:28]=[CH:27]2.C(Cl)CCl.O. (5) Given the product [BrH:31].[OH:2][C:3]1[CH:4]=[C:5]([C:9]2[N:10]=[CH:11][N:12]([C:14]([N:16]([CH3:29])[CH:17]3[CH2:18][CH2:19][N:20]([C:23]4[CH:24]=[CH:25][CH:26]=[CH:27][CH:28]=4)[CH2:21][CH2:22]3)=[O:15])[CH:13]=2)[CH:6]=[CH:7][CH:8]=1, predict the reactants needed to synthesize it. The reactants are: C[O:2][C:3]1[CH:4]=[C:5]([C:9]2[N:10]=[CH:11][N:12]([C:14]([N:16]([CH3:29])[CH:17]3[CH2:22][CH2:21][N:20]([C:23]4[CH:28]=[CH:27][CH:26]=[CH:25][CH:24]=4)[CH2:19][CH2:18]3)=[O:15])[CH:13]=2)[CH:6]=[CH:7][CH:8]=1.B(Br)(Br)[Br:31]. (6) Given the product [CH3:1][C:2]1[N:3]=[C:4]([C:19]2[CH:24]=[CH:23][C:22]([C:25]([F:28])([F:26])[F:27])=[CH:21][CH:20]=2)[S:5][C:6]=1[CH2:7][O:8][C:9]1[CH:10]=[CH:11][C:12]([C:13]2[O:14][C:29](=[O:35])[NH:16][N:15]=2)=[CH:17][CH:18]=1, predict the reactants needed to synthesize it. The reactants are: [CH3:1][C:2]1[N:3]=[C:4]([C:19]2[CH:24]=[CH:23][C:22]([C:25]([F:28])([F:27])[F:26])=[CH:21][CH:20]=2)[S:5][C:6]=1[CH2:7][O:8][C:9]1[CH:18]=[CH:17][C:12]([C:13]([NH:15][NH2:16])=[O:14])=[CH:11][CH:10]=1.[C:29]1([O:35]C(Cl)=O)C=CC=CC=1.N1C=CC=CC=1.C1CCN2C(=NCCC2)CC1. (7) Given the product [Cl:11][C:12]1[CH:13]=[CH:14][C:15](/[C:18](/[C:35]2[CH:36]=[CH:37][C:38]([C:10]#[C:9][CH2:8][N:5]3[CH2:6][CH2:7][N:2]([CH3:1])[CH2:3][CH2:4]3)=[CH:39][CH:40]=2)=[CH:19]/[CH2:20][O:21][C:22]2[CH:33]=[CH:32][C:25]([O:26][CH2:27][C:28]([O:30][CH3:31])=[O:29])=[C:24]([CH3:34])[CH:23]=2)=[CH:16][CH:17]=1, predict the reactants needed to synthesize it. The reactants are: [CH3:1][N:2]1[CH2:7][CH2:6][N:5]([CH2:8][C:9]#[CH:10])[CH2:4][CH2:3]1.[Cl:11][C:12]1[CH:17]=[CH:16][C:15](/[C:18](/[C:35]2[CH:40]=[CH:39][C:38](I)=[CH:37][CH:36]=2)=[CH:19]/[CH2:20][O:21][C:22]2[CH:33]=[CH:32][C:25]([O:26][CH2:27][C:28]([O:30][CH3:31])=[O:29])=[C:24]([CH3:34])[CH:23]=2)=[CH:14][CH:13]=1. (8) The reactants are: [C:1]([C:5]1[N:10]=[CH:9][C:8]([C:11]2[N:12]([C:32]([N:34]3[CH2:39][CH2:38][CH:37]([CH2:40][C:41]([OH:43])=O)[CH2:36][CH2:35]3)=[O:33])[C@@:13]([C:25]3[CH:30]=[CH:29][C:28]([Cl:31])=[CH:27][CH:26]=3)([CH3:24])[C@@:14]([C:17]3[CH:22]=[CH:21][C:20]([Cl:23])=[CH:19][CH:18]=3)([CH3:16])[N:15]=2)=[C:7]([O:44][CH2:45][CH3:46])[CH:6]=1)([CH3:4])([CH3:3])[CH3:2].[CH3:47][C:48]([CH3:53])([CH3:52])[C@H:49]([NH2:51])[CH3:50]. Given the product [C:1]([C:5]1[N:10]=[CH:9][C:8]([C:11]2[N:12]([C:32]([N:34]3[CH2:39][CH2:38][CH:37]([CH2:40][C:41]([NH:51][C@H:49]([CH3:50])[C:48]([CH3:53])([CH3:52])[CH3:47])=[O:43])[CH2:36][CH2:35]3)=[O:33])[C@@:13]([C:25]3[CH:30]=[CH:29][C:28]([Cl:31])=[CH:27][CH:26]=3)([CH3:24])[C@@:14]([C:17]3[CH:22]=[CH:21][C:20]([Cl:23])=[CH:19][CH:18]=3)([CH3:16])[N:15]=2)=[C:7]([O:44][CH2:45][CH3:46])[CH:6]=1)([CH3:2])([CH3:3])[CH3:4], predict the reactants needed to synthesize it.